From a dataset of Full USPTO retrosynthesis dataset with 1.9M reactions from patents (1976-2016). Predict the reactants needed to synthesize the given product. (1) Given the product [NH2:3][CH2:10][CH2:11][C:88]1[CH2:90][CH:81]([C:82](=[CH:84][CH:86]=1)[OH:83])[OH:87], predict the reactants needed to synthesize it. The reactants are: C1N(CCO)CC[N:3]([CH2:10][CH2:11]S(O)(=O)=O)C1.C(C(C(C([O-])=O)O)O)([O-])=O.[K+].[K+].[O-]S([O-])(=O)=O.[Mg+2].C(N(CC(O)=O)CC(O)=O)COCCOCCN(CC(O)=O)CC(O)=O.C(N(CC(O)=O)CC(O)=O)CN(CC(O)=O)CC(O)=O.O=[C:81]1[O:87][C@H:86]([C@H:88]([CH2:90]O)O)[C:84](O)=[C:82]1[OH:83]. (2) Given the product [CH3:2][O:3][C:4](=[O:11])[C@H:5]([CH2:7][CH:8]([CH3:10])[CH3:9])[NH:6][C:23](=[O:24])[C@H:21]([CH3:22])[NH:20][C:15]1[CH:16]=[CH:17][C:18]([Cl:19])=[C:13]([Cl:12])[CH:14]=1, predict the reactants needed to synthesize it. The reactants are: Cl.[CH3:2][O:3][C:4](=[O:11])[C@H:5]([CH2:7][CH:8]([CH3:10])[CH3:9])[NH2:6].[Cl:12][C:13]1[CH:14]=[C:15]([NH:20][CH:21]([C:23](O)=[O:24])[CH3:22])[CH:16]=[CH:17][C:18]=1[Cl:19]. (3) Given the product [NH2:8][C:7]1[NH:9][C:14](=[O:13])[C:16]2[C:24]3[C:19](=[CH:20][CH:21]=[CH:22][C:23]=3[Cl:25])[NH:18][C:17]=2[N:26]=1, predict the reactants needed to synthesize it. The reactants are: CS(C)(=O)=O.Cl.[C:7](Cl)(=[NH:9])[NH2:8].C([O:13][C:14]([C:16]1[C:24]2[C:19](=[CH:20][CH:21]=[CH:22][C:23]=2[Cl:25])[NH:18][C:17]=1[NH2:26])=O)C.O.N. (4) Given the product [CH3:23][C:13]1[CH:18]=[CH:17][C:16]([S:19]([O:10][CH2:9][C:3]2[C:2]([F:1])=[CH:7][C:6]([F:8])=[CH:5][N:4]=2)(=[O:21])=[O:20])=[CH:15][CH:14]=1, predict the reactants needed to synthesize it. The reactants are: [F:1][C:2]1[C:3]([CH2:9][OH:10])=[N:4][CH:5]=[C:6]([F:8])[CH:7]=1.[OH-].[K+].[C:13]1([CH3:23])[CH:18]=[CH:17][C:16]([S:19](Cl)(=[O:21])=[O:20])=[CH:15][CH:14]=1. (5) The reactants are: C([O:3][C:4]([C:6]12[CH2:24][CH:23]1[CH:22]=[CH:21][CH2:20][CH2:19][CH2:18][CH2:17][CH2:16][N:15]([CH2:25][C:26]1[CH:31]=[CH:30][C:29]([O:32][CH3:33])=[CH:28][CH:27]=1)[C:14](=[O:34])[N:13]1[CH:9]([CH2:10][CH:11]([O:35][CH2:36][O:37][CH2:38][CH3:39])[CH2:12]1)[C:8](=[O:40])[NH:7]2)=[O:5])C.C1COCC1.CO.[Li+].[OH-]. Given the product [CH2:38]([O:37][CH2:36][O:35][CH:11]1[CH2:10][CH:9]2[N:13]([C:14](=[O:34])[N:15]([CH2:25][C:26]3[CH:31]=[CH:30][C:29]([O:32][CH3:33])=[CH:28][CH:27]=3)[CH2:16][CH2:17][CH2:18][CH2:19][CH2:20][CH:21]=[CH:22][CH:23]3[C:6]([C:4]([OH:5])=[O:3])([NH:7][C:8]2=[O:40])[CH2:24]3)[CH2:12]1)[CH3:39], predict the reactants needed to synthesize it. (6) Given the product [OH:1][C:2]([CH3:12])([CH2:4][C:5](=[O:11])/[CH:6]=[CH:7]/[CH:8]=[CH2:9])[CH3:3], predict the reactants needed to synthesize it. The reactants are: [OH:1][C:2]([CH3:12])([CH2:4][C:5](=[O:11])[CH2:6][CH:7](O)[CH:8]=[CH2:9])[CH3:3].ClCCCl.CC(OC(C)=O)=O.CC([O-])=O.[Na+]. (7) Given the product [Si:15]([O:10][CH2:9][C:7]1[N:6]=[CH:5][N:4]([CH:1]([CH3:3])[CH3:2])[CH:8]=1)([C:12]([CH3:14])([CH3:13])[CH3:11])([C:22]1[CH:23]=[CH:24][CH:25]=[CH:26][CH:27]=1)[C:16]1[CH:21]=[CH:20][CH:19]=[CH:18][CH:17]=1, predict the reactants needed to synthesize it. The reactants are: [CH:1]([N:4]1[CH:8]=[C:7]([CH2:9][OH:10])[N:6]=[CH:5]1)([CH3:3])[CH3:2].[CH3:11][C:12]([Si:15](Cl)([C:22]1[CH:27]=[CH:26][CH:25]=[CH:24][CH:23]=1)[C:16]1[CH:21]=[CH:20][CH:19]=[CH:18][CH:17]=1)([CH3:14])[CH3:13].O. (8) Given the product [CH3:30][C:4]1[C:3]([CH3:2])=[CH:8][CH:7]=[CH:6][C:5]=1[N:9]1[CH2:10][CH2:11][N:12]([CH2:15][CH2:16][N:17]2[C:26](=[O:27])[C:25]3[C:20](=[CH:21][CH:22]=[CH:23][CH:24]=3)[N:19]=[CH:18]2)[CH2:13][CH2:14]1, predict the reactants needed to synthesize it. The reactants are: F[C:2](F)(F)[C:3]1[CH:4]=[C:5]([N:9]2[CH2:14][CH2:13][N:12]([CH2:15][CH2:16][N:17]3[C:26](=[O:27])[C:25]4[C:20](=[CH:21][CH:22]=[CH:23][CH:24]=4)[N:19]=[CH:18]3)[CH2:11][CH2:10]2)[CH:6]=[CH:7][CH:8]=1.[CH3:30]C1C(C)=CC=CC=1N1CCNCC1. (9) The reactants are: S(=O)(=O)(O)O.[CH3:6][O:7][C:8]([C:10]1[S:14][C:13]([CH2:15][CH:16]([C:18]2[C:19]([CH2:24][CH2:25][CH2:26][CH3:27])=[N:20][O:21][C:22]=2[CH3:23])O)=[N:12][C:11]=1[CH3:28])=[O:9].[OH-].[Na+]. Given the product [CH3:6][O:7][C:8]([C:10]1[S:14][C:13](/[CH:15]=[CH:16]/[C:18]2[C:19]([CH2:24][CH2:25][CH2:26][CH3:27])=[N:20][O:21][C:22]=2[CH3:23])=[N:12][C:11]=1[CH3:28])=[O:9], predict the reactants needed to synthesize it. (10) The reactants are: Br[C:2]1[C:7]2[O:8][C:9]3[C:14]([Br:15])=[CH:13][CH:12]=[CH:11][C:10]=3[C:6]=2[CH:5]=[CH:4][CH:3]=1.[C:16]1([C:35]2[CH:40]=[CH:39][CH:38]=[CH:37][CH:36]=2)[CH:21]=[CH:20][C:19]([NH:22][C:23]2[CH:28]=[CH:27][C:26]([C:29]3[CH:34]=[CH:33][CH:32]=[CH:31][CH:30]=3)=[CH:25][CH:24]=2)=[CH:18][CH:17]=1.CC(C)([O-])C.[Na+].C1(N(C2CCCCC2)C2CCCCC2)CCCCC1.C1(C)C=C(C)C=C(C)C=1. Given the product [C:26]1([C:29]2[CH:30]=[CH:31][CH:32]=[CH:33][CH:34]=2)[CH:25]=[CH:24][C:23]([N:22]([C:19]2[CH:20]=[CH:21][C:16]([C:35]3[CH:40]=[CH:39][CH:38]=[CH:37][CH:36]=3)=[CH:17][CH:18]=2)[C:2]2[C:7]3[O:8][C:9]4[C:14]([Br:15])=[CH:13][CH:12]=[CH:11][C:10]=4[C:6]=3[CH:5]=[CH:4][CH:3]=2)=[CH:28][CH:27]=1, predict the reactants needed to synthesize it.